From a dataset of Reaction yield outcomes from USPTO patents with 853,638 reactions. Predict the reaction yield, written as a fraction of the theoretical maximum amount of product (1.0 means a 100% yield; for example, 0.34 means a 34% yield). The reactants are [Br:1][C:2]1[CH:3]=[C:4]2[C:9](=[N:10][CH:11]=1)[NH:8][C:7](=[O:12])[C:6]1([CH2:17][CH2:16][C:15](=O)[CH2:14][CH2:13]1)[CH2:5]2.C([O-])([O-])=O.[Na+].[Na+].Cl.[NH2:26][OH:27]. The catalyst is C(O)C.O.O. The product is [Br:1][C:2]1[CH:3]=[C:4]2[C:9](=[N:10][CH:11]=1)[NH:8][C:7](=[O:12])[C:6]1([CH2:17][CH2:16][C:15](=[N:26][OH:27])[CH2:14][CH2:13]1)[CH2:5]2. The yield is 0.950.